From a dataset of Forward reaction prediction with 1.9M reactions from USPTO patents (1976-2016). Predict the product of the given reaction. The product is: [CH3:1][NH:2][C:3]1[N:8]2[C:9](=[O:12])[N:10]([CH2:39][C:40]3[CH:45]=[N:44][C:43]([C:46]([F:49])([F:47])[F:48])=[CH:42][CH:41]=3)[N:11]=[C:7]2[C:6]([C:13]2[CH:14]=[CH:15][C:16]([Cl:19])=[CH:17][CH:18]=2)=[C:5]([C:20]2[CH:25]=[CH:24][C:23]([Cl:26])=[CH:22][CH:21]=2)[N:4]=1. Given the reactants [CH3:1][NH:2][C:3]1[N:8]2[C:9](=[O:12])[NH:10][N:11]=[C:7]2[C:6]([C:13]2[CH:18]=[CH:17][C:16]([Cl:19])=[CH:15][CH:14]=2)=[C:5]([C:20]2[CH:25]=[CH:24][C:23]([Cl:26])=[CH:22][CH:21]=2)[N:4]=1.CN(C=O)C.C(=O)([O-])[O-].[K+].[K+].Cl[CH2:39][C:40]1[CH:41]=[CH:42][C:43]([C:46]([F:49])([F:48])[F:47])=[N:44][CH:45]=1, predict the reaction product.